Task: Predict the reaction yield, written as a fraction of the theoretical maximum amount of product (1.0 means a 100% yield; for example, 0.34 means a 34% yield).. Dataset: Reaction yield outcomes from USPTO patents with 853,638 reactions (1) The reactants are [CH3:1][O:2][CH2:3][CH2:4][C:5]1[CH:10]=[CH:9][CH:8]=[CH:7][CH:6]=1.C1C(=O)N([Br:18])C(=O)C1.CC(N=NC(C#N)(C)C)(C#N)C. The yield is 0.840. The catalyst is C(Cl)(Cl)(Cl)Cl.C(=O)(O)[O-].[Na+]. The product is [CH3:1][O:2][CH2:3][CH:4]([Br:18])[C:5]1[CH:10]=[CH:9][CH:8]=[CH:7][CH:6]=1. (2) The reactants are [C:1]1([S:7]([N:10]2[CH2:14][CH2:13][S:12][CH:11]2[CH2:15][C:16]([OH:18])=[O:17])(=[O:9])=[O:8])[CH:6]=[CH:5][CH:4]=[CH:3][CH:2]=1.[Cl:19][C:20]1[CH:21]=[N+:22]([O-:45])[CH:23]=[C:24]([Cl:44])[C:25]=1[CH2:26][C@@H:27]([C:29]1[CH:34]=[CH:33][C:32]([O:35][CH:36]([F:38])[F:37])=[C:31]([O:39][CH2:40][CH:41]2[CH2:43][CH2:42]2)[CH:30]=1)O.C(Cl)CCl. The catalyst is CN(C1C=CN=CC=1)C.C(Cl)Cl. The product is [Cl:19][C:20]1[CH:21]=[N+:22]([O-:45])[CH:23]=[C:24]([Cl:44])[C:25]=1[CH2:26][C@@H:27]([C:29]1[CH:34]=[CH:33][C:32]([O:35][CH:36]([F:38])[F:37])=[C:31]([O:39][CH2:40][CH:41]2[CH2:43][CH2:42]2)[CH:30]=1)[O:17][C:16](=[O:18])[CH2:15][CH:11]1[N:10]([S:7]([C:1]2[CH:2]=[CH:3][CH:4]=[CH:5][CH:6]=2)(=[O:8])=[O:9])[CH2:14][CH2:13][S:12]1. The yield is 0.735. (3) The reactants are Br[C:2]1[CH:11]=[CH:10][C:5]([C:6]([O:8][CH3:9])=[O:7])=[CH:4][C:3]=1[CH3:12].[CH3:13][C:14]1[C:15](B(O)O)=[CH:16][S:17][CH:18]=1.C(=O)([O-])[O-].[K+].[K+]. The catalyst is C1(C)C=CC=CC=1.O.C1C=CC([P]([Pd]([P](C2C=CC=CC=2)(C2C=CC=CC=2)C2C=CC=CC=2)([P](C2C=CC=CC=2)(C2C=CC=CC=2)C2C=CC=CC=2)[P](C2C=CC=CC=2)(C2C=CC=CC=2)C2C=CC=CC=2)(C2C=CC=CC=2)C2C=CC=CC=2)=CC=1. The product is [CH3:12][C:3]1[CH:4]=[C:5]([CH:10]=[CH:11][C:2]=1[C:15]1[C:14]([CH3:13])=[CH:18][S:17][CH:16]=1)[C:6]([O:8][CH3:9])=[O:7]. The yield is 0.920. (4) The catalyst is ClCCl. The yield is 0.250. The reactants are [CH:1]12[CH:8]([N:9]([CH3:23])[CH2:10][CH:11]([OH:22])[CH2:12][O:13][C:14]3[CH:21]=[CH:20][C:17]([C:18]#[N:19])=[CH:16][CH:15]=3)[CH:5]([CH2:6][CH2:7]1)[CH2:4][NH:3][CH2:2]2.[C:24]([O:28][C:29](O[C:29]([O:28][C:24]([CH3:27])([CH3:26])[CH3:25])=[O:30])=[O:30])([CH3:27])([CH3:26])[CH3:25]. The product is [C:18]([C:17]1[CH:16]=[CH:15][C:14]([O:13][CH2:12][CH:11]([OH:22])[CH2:10][N:9]([CH3:23])[CH:8]2[CH:1]3[CH2:7][CH2:6][CH:5]2[CH2:4][N:3]([C:29]([O:28][C:24]([CH3:27])([CH3:26])[CH3:25])=[O:30])[CH2:2]3)=[CH:21][CH:20]=1)#[N:19].